Task: Regression. Given a peptide amino acid sequence and an MHC pseudo amino acid sequence, predict their binding affinity value. This is MHC class I binding data.. Dataset: Peptide-MHC class I binding affinity with 185,985 pairs from IEDB/IMGT (1) The peptide sequence is NGINVELSL. The MHC is Mamu-A07 with pseudo-sequence Mamu-A07. The binding affinity (normalized) is 0. (2) The peptide sequence is FFGPIGKLIA. The MHC is HLA-A02:06 with pseudo-sequence HLA-A02:06. The binding affinity (normalized) is 0.311. (3) The peptide sequence is SGEETIGEAF. The MHC is Mamu-A02 with pseudo-sequence Mamu-A02. The binding affinity (normalized) is 0. (4) The peptide sequence is IIGLLKIFR. The MHC is HLA-B15:17 with pseudo-sequence HLA-B15:17. The binding affinity (normalized) is 0.0847. (5) The peptide sequence is MTYLDGHPV. The MHC is HLA-A24:03 with pseudo-sequence HLA-A24:03. The binding affinity (normalized) is 0.0847. (6) The peptide sequence is NLVPMVATV. The MHC is HLA-B57:01 with pseudo-sequence HLA-B57:01. The binding affinity (normalized) is 0. (7) The peptide sequence is KPKLKVATL. The MHC is HLA-A11:01 with pseudo-sequence HLA-A11:01. The binding affinity (normalized) is 0.0847. (8) The peptide sequence is YKVCLSGEGW. The MHC is H-2-Kb with pseudo-sequence H-2-Kb. The binding affinity (normalized) is 0.00101. (9) The peptide sequence is KSLFNTVAVLY. The MHC is HLA-A11:01 with pseudo-sequence HLA-A11:01. The binding affinity (normalized) is 0.0847. (10) The peptide sequence is YFHKRDMRL. The MHC is HLA-B58:01 with pseudo-sequence HLA-B58:01. The binding affinity (normalized) is 0.0847.